From a dataset of Full USPTO retrosynthesis dataset with 1.9M reactions from patents (1976-2016). Predict the reactants needed to synthesize the given product. (1) The reactants are: [C:1]([C:3]1[CH:4]=[C:5]2[C:9](=[CH:10][CH:11]=1)[NH:8][C:7](=[O:12])[CH2:6]2)#[N:2].[H-].[Na+].[CH2:15]([O:17][C:18](=[O:26])[C:19]1[CH:24]=[CH:23][C:22](Cl)=[N:21][CH:20]=1)[CH3:16].[NH4+].[Cl-]. Given the product [OH:12][C:7]1[NH:8][C:9]2[C:5]([C:6]=1[C:22]1[CH:23]=[CH:24][C:19]([C:18]([O:17][CH2:15][CH3:16])=[O:26])=[CH:20][N:21]=1)=[CH:4][C:3]([C:1]#[N:2])=[CH:11][CH:10]=2, predict the reactants needed to synthesize it. (2) Given the product [CH:1]1([NH:6][C:18]2[C:19]([C:20]([F:23])([F:21])[F:22])=[CH:14][N:15]=[C:16]([NH:24][C:25]3[CH:30]=[CH:29][CH:28]=[C:27]([CH:31]([CH3:33])[CH3:32])[CH:26]=3)[N:17]=2)[CH2:5][CH2:4][CH2:3][CH2:2]1, predict the reactants needed to synthesize it. The reactants are: [CH:1]1([NH2:6])[CH2:5][CH2:4][CH2:3][CH2:2]1.C(=O)([O-])[O-].[K+].[K+].Cl[C:14]1[C:19]([C:20]([F:23])([F:22])[F:21])=[CH:18][N:17]=[C:16]([NH:24][C:25]2[CH:30]=[CH:29][CH:28]=[C:27]([CH:31]([CH3:33])[CH3:32])[CH:26]=2)[N:15]=1.O. (3) Given the product [Br:1][C:2]1[CH:17]=[CH:16][C:5]2[CH2:6][CH2:7][CH2:8][C:9]([C:12]([O:14][CH3:15])=[O:13])=[CH:10][C:4]=2[CH:3]=1, predict the reactants needed to synthesize it. The reactants are: [Br:1][C:2]1[CH:17]=[CH:16][C:5]2[CH2:6][CH2:7][CH2:8][CH:9]([C:12]([O:14][CH3:15])=[O:13])[CH:10](O)[C:4]=2[CH:3]=1.O.C1(C)C=CC(S(O)(=O)=O)=CC=1. (4) Given the product [NH2:20][C:3]1[CH:4]=[C:5]([CH:6]=[C:7]([N:8]2[CH2:13][CH2:12][N:11]3[CH2:14][C@H:15]([OH:17])[CH2:16][C@H:10]3[CH2:9]2)[C:2]=1[Cl:1])[C:18]#[N:19], predict the reactants needed to synthesize it. The reactants are: [Cl:1][C:2]1[C:7]([N:8]2[CH2:13][CH2:12][N:11]3[CH2:14][C@H:15]([OH:17])[CH2:16][C@H:10]3[CH2:9]2)=[CH:6][C:5]([C:18]#[N:19])=[CH:4][C:3]=1[NH:20]C(=O)OC(C)(C)C.C(O)(C(F)(F)F)=O.ClC(Cl)C. (5) Given the product [OH:15][C:13]1[C:1]([CH2:2][C:3]([O:5][CH3:6])=[O:4])=[C:8]([OH:9])[N:24]=[CH:22][N:23]=1, predict the reactants needed to synthesize it. The reactants are: [CH:1]([C:13]([O:15]CC)=O)([C:8](OCC)=[O:9])[CH2:2][C:3]([O:5][CH2:6]C)=[O:4].C[O-].[Na+].Cl.[CH:22]([NH2:24])=[NH:23].Cl. (6) Given the product [CH3:23][O:27][N:28]([CH3:29])[C:17](=[O:19])[C@@H:9]([NH:8][C:1](=[O:2])[O:3][C:4]([CH3:5])([CH3:6])[CH3:7])[CH2:10][C:11]1[CH:12]=[CH:13][N:14]=[CH:15][CH:16]=1, predict the reactants needed to synthesize it. The reactants are: [C:1]([NH:8][C@H:9]([C:17]([OH:19])=O)[CH2:10][C:11]1[CH:16]=[CH:15][N:14]=[CH:13][CH:12]=1)([O:3][C:4]([CH3:7])([CH3:6])[CH3:5])=[O:2].CN([C:23]([O:27][N:28]1N=NC2C=CC(=C[C:29]1=2)Cl)=[N+](C)C)C.F[P-](F)(F)(F)(F)F.CCN(C(C)C)C(C)C. (7) Given the product [CH2:24]([C:23]1[N:6]([O:5][CH:2]([CH3:4])[CH3:3])[C:12]2[C:21]3[CH:20]=[CH:19][CH:18]=[CH:17][C:16]=3[N:15]=[CH:14][C:13]=2[N:22]=1)[CH2:25][CH2:26][CH3:27], predict the reactants needed to synthesize it. The reactants are: Cl.[CH:2]([O:5][NH2:6])([CH3:4])[CH3:3].Cl.CON.Cl[C:12]1[C:21]2[C:16](=[CH:17][CH:18]=[CH:19][CH:20]=2)[N:15]=[CH:14][C:13]=1[NH:22][C:23](=O)[CH2:24][CH2:25][CH2:26][CH3:27]. (8) Given the product [N:16]1([C:2]2[N:11]=[C:10]([C:37]3[CH:38]=[N:39][C:40]([NH2:43])=[N:41][CH:42]=3)[N:9]=[C:8]3[C:3]=2[O:4][CH2:5][C@@H:6]2[CH2:15][CH2:14][CH2:13][N:7]23)[CH2:21][CH2:20][O:19][CH2:18][CH2:17]1, predict the reactants needed to synthesize it. The reactants are: Cl[C:2]1[N:11]=[C:10](Cl)[N:9]=[C:8]2[C:3]=1[O:4][CH2:5][C@@H:6]1[CH2:15][CH2:14][CH2:13][N:7]12.[NH:16]1[CH2:21][CH2:20][O:19][CH2:18][CH2:17]1.C(N(CC)CC)C.CC1(C)C(C)(C)OB([C:37]2[CH:38]=[N:39][C:40]([NH2:43])=[N:41][CH:42]=2)O1.C(=O)([O-])[O-].[Na+].[Na+].